This data is from Forward reaction prediction with 1.9M reactions from USPTO patents (1976-2016). The task is: Predict the product of the given reaction. (1) The product is: [Cl:1][C:2]1[C:3]([NH:20][C:21]2[N:26]=[C:25]([NH:27][CH2:28][CH3:29])[C:24]3=[N:30][CH:31]=[C:32]([C:33]#[N:34])[N:23]3[N:22]=2)=[CH:4][C:5]([C:18]#[N:19])=[CH:6][C:7]=1[N:8]1[CH2:17][CH2:16][C@@H:15]2[C@H:10]([O:11][CH2:12][CH2:13][N:14]2[C:44]([O:45][CH3:46])=[O:47])[CH2:9]1. Given the reactants [Cl:1][C:2]1[C:7]([N:8]2[CH2:17][CH2:16][C@@H:15]3[C@H:10]([O:11][CH2:12][CH2:13][NH:14]3)[CH2:9]2)=[CH:6][C:5]([C:18]#[N:19])=[CH:4][C:3]=1[NH:20][C:21]1[N:26]=[C:25]([NH:27][CH2:28][CH3:29])[C:24]2=[N:30][CH:31]=[C:32]([C:33]#[N:34])[N:23]2[N:22]=1.CCN(C(C)C)C(C)C.[C:44](Cl)(=[O:47])[O:45][CH3:46], predict the reaction product. (2) Given the reactants [OH:1][C@H:2]1[CH2:19][CH2:18][C@@:17]2([CH3:20])[CH:4]([CH2:5][CH2:6][C@:7]3([CH3:39])[CH:16]2[CH2:15][CH2:14][CH:13]2[C@@:8]3([CH3:38])[CH2:9][CH2:10][C:11]3([C:27]#[C:28][C:29]4[CH:37]=[CH:36][CH:35]=[CH:34][C:30]=4[C:31]([OH:33])=[O:32])[CH2:23][CH2:22][C@@H:21]([C:24]([CH3:26])=[CH2:25])[CH:12]32)[C:3]1([CH3:41])[CH3:40].[CH3:42][C:43]1([CH3:50])[CH2:48][C:47](=[O:49])[O:46][C:44]1=[O:45], predict the reaction product. The product is: [C:31]([C:30]1[CH:34]=[CH:35][CH:36]=[CH:37][C:29]=1[C:28]#[C:27][C:11]12[CH2:23][CH2:22][C@@H:21]([C:24]([CH3:26])=[CH2:25])[CH:12]1[CH:13]1[C@@:8]([CH3:38])([CH2:9][CH2:10]2)[C@@:7]2([CH3:39])[CH:16]([C@:17]3([CH3:20])[CH:4]([CH2:5][CH2:6]2)[C:3]([CH3:41])([CH3:40])[C@@H:2]([O:1][C:47](=[O:49])[CH2:48][C:43]([CH3:50])([CH3:42])[C:44]([OH:46])=[O:45])[CH2:19][CH2:18]3)[CH2:15][CH2:14]1)([OH:33])=[O:32]. (3) Given the reactants C(Cl)(=O)C(Cl)=O.CS(C)=O.[C:11]([C:13]1[CH:14]=[C:15]2[C:19](=[CH:20][CH:21]=1)[N:18]([S:22]([C:25]1[CH:30]=[CH:29][C:28]([CH3:31])=[CH:27][CH:26]=1)(=[O:24])=[O:23])[CH:17]=[C:16]2[C@H:32]1[CH2:34][C@H:33]1[CH2:35][OH:36])#[N:12].C(N(CC)CC)C, predict the reaction product. The product is: [C:11]([C:13]1[CH:14]=[C:15]2[C:19](=[CH:20][CH:21]=1)[N:18]([S:22]([C:25]1[CH:30]=[CH:29][C:28]([CH3:31])=[CH:27][CH:26]=1)(=[O:24])=[O:23])[CH:17]=[C:16]2[C@H:32]1[CH2:34][C@H:33]1[CH:35]=[O:36])#[N:12]. (4) Given the reactants B(O)(O)[C@H:2]1N(C([C@@H](N)C(C)C)=O)C[CH2:4][CH2:3]1.CS(O)(=O)=O.[F:21][C:22]([F:44])([F:43])[C:23]1[CH:28]=[CH:27][CH:26]=[CH:25][C:24]=1[CH2:29][NH:30][C@H:31]1[CH2:35][CH2:34][N:33]([C:36]([O:38][C:39]([CH3:42])([CH3:41])[CH3:40])=[O:37])[CH2:32]1.CC(O)=O.[BH-](OC(C)=O)(OC(C)=O)OC(C)=O.[Na+].C(=O)CC, predict the reaction product. The product is: [CH2:2]([N:30]([CH2:29][C:24]1[CH:25]=[CH:26][CH:27]=[CH:28][C:23]=1[C:22]([F:43])([F:21])[F:44])[C@H:31]1[CH2:35][CH2:34][N:33]([C:36]([O:38][C:39]([CH3:41])([CH3:40])[CH3:42])=[O:37])[CH2:32]1)[CH2:3][CH3:4]. (5) Given the reactants [N+:1]([C:4]1[CH:20]=[CH:19][C:7]2[CH2:8][CH2:9][CH2:10][N:11]([C:13](=[O:18])[C:14]([F:17])([F:16])[F:15])[CH2:12][C:6]=2[CH:5]=1)([O-])=O.[H][H], predict the reaction product. The product is: [F:17][C:14]([F:15])([F:16])[C:13]([N:11]1[CH2:10][CH2:9][CH2:8][C:7]2[CH:19]=[CH:20][C:4]([NH2:1])=[CH:5][C:6]=2[CH2:12]1)=[O:18]. (6) Given the reactants [O:1]1[CH:5]=[CH:4][CH:3]=[C:2]1[C:6]1[CH:7]=[C:8]([OH:12])[CH:9]=[CH:10][CH:11]=1.Br[CH2:14][C:15]([O:17][CH3:18])=[O:16].C(=O)([O-])[O-].[Cs+].[Cs+], predict the reaction product. The product is: [O:1]1[CH:5]=[CH:4][CH:3]=[C:2]1[C:6]1[CH:7]=[C:8]([CH:9]=[CH:10][CH:11]=1)[O:12][CH2:14][C:15]([O:17][CH3:18])=[O:16]. (7) Given the reactants [CH:1]1[C:13]2[CH:12]([CH2:14][O:15][C:16](=[O:51])[NH:17][CH2:18][CH2:19][CH2:20][CH2:21][CH:22]([NH:43]C(OC(C)(C)C)=O)[C:23](=[O:42])[N:24]3[CH:28]([C:29](=[O:41])[NH:30][CH:31]4[C:40]5[C:35](=[CH:36][CH:37]=[CH:38][CH:39]=5)[CH2:34][CH2:33][CH2:32]4)[CH2:27][S:26][CH2:25]3)[C:11]3[C:6](=[CH:7][CH:8]=[CH:9][CH:10]=3)[C:5]=2[CH:4]=[CH:3][CH:2]=1.[ClH:52].O1CCOCC1.C(OCC)C, predict the reaction product. The product is: [ClH:52].[CH:1]1[C:13]2[CH:12]([CH2:14][O:15][C:16](=[O:51])[NH:17][CH2:18][CH2:19][CH2:20][CH2:21][CH:22]([NH2:43])[C:23](=[O:42])[N:24]3[CH:28]([C:29](=[O:41])[NH:30][CH:31]4[C:40]5[C:35](=[CH:36][CH:37]=[CH:38][CH:39]=5)[CH2:34][CH2:33][CH2:32]4)[CH2:27][S:26][CH2:25]3)[C:11]3[C:6](=[CH:7][CH:8]=[CH:9][CH:10]=3)[C:5]=2[CH:4]=[CH:3][CH:2]=1.